The task is: Predict the reaction yield, written as a fraction of the theoretical maximum amount of product (1.0 means a 100% yield; for example, 0.34 means a 34% yield).. This data is from Reaction yield outcomes from USPTO patents with 853,638 reactions. (1) The yield is 0.330. The reactants are [CH2:1]([NH:13][C:14]([C:16]1[CH:17]=[CH:18][CH:19]=[C:20]2[C:24]=1[NH:23][C:22](=[O:25])[C:21]2=O)=[O:15])[CH2:2][CH2:3][CH2:4][CH2:5][CH2:6][CH2:7][CH2:8][CH2:9][CH2:10][CH2:11][CH3:12].[OH:27][C:28]1[CH:37]=[CH:36][C:31]([C:32]([NH:34][NH2:35])=[O:33])=[CH:30][CH:29]=1. The product is [CH2:1]([NH:13][C:14]([C:16]1[CH:17]=[CH:18][CH:19]=[C:20]2[C:24]=1[NH:23][C:22](=[O:25])[C:21]2=[N:35][NH:34][C:32](=[O:33])[C:31]1[CH:36]=[CH:37][C:28]([OH:27])=[CH:29][CH:30]=1)=[O:15])[CH2:2][CH2:3][CH2:4][CH2:5][CH2:6][CH2:7][CH2:8][CH2:9][CH2:10][CH2:11][CH3:12]. The catalyst is C(O)(=O)C. (2) The reactants are [Cl:1][C:2]1[CH:3]=[C:4]([NH:9][C:10](=[O:12])[CH3:11])[CH:5]=[C:6]([F:8])[CH:7]=1.[Br:13]Br. The catalyst is CC(O)=O. The yield is 0.840. The product is [Br:13][C:7]1[C:6]([F:8])=[CH:5][C:4]([NH:9][C:10](=[O:12])[CH3:11])=[CH:3][C:2]=1[Cl:1]. (3) The reactants are [CH3:1][O:2][C:3]([NH:5][C@H:6]([C:10]([N:12]1[CH2:16][CH2:15][CH2:14][C@@H:13]1[C:17]1[NH:18][C:19]([C:22]2[CH:23]=[CH:24][C:25]3[C:54]4[C:30](=[C:31]5[C:51](=[CH:52][CH:53]=4)[C:35]4[N:36]=[C:37]([C@@H:39]6[CH2:43][CH2:42][CH2:41][N:40]6C(OC(C)(C)C)=O)[NH:38][C:34]=4[CH:33]=[CH:32]5)[O:29][CH2:28][C:26]=3[CH:27]=2)=[CH:20][N:21]=1)=[O:11])[CH:7]([CH3:9])[CH3:8])=[O:4].Cl.[CH3:56][O:57][C:58]([NH:60][C@H:61]([C:65]1[CH:70]=[CH:69][CH:68]=[CH:67][CH:66]=1)[C:62]([OH:64])=O)=[O:59].CCOC(C(C#N)=NOC(N1CCOCC1)=[N+](C)C)=O.F[P-](F)(F)(F)(F)F.C(N(C(C)C)CC)(C)C. The catalyst is C(#N)C.CO.[OH-].[Na+].C(OCC)(=O)C.C(O)C. The product is [CH3:56][O:57][C:58]([NH:60][C@H:61]([C:65]1[CH:70]=[CH:69][CH:68]=[CH:67][CH:66]=1)[C:62]([N:40]1[CH2:41][CH2:42][CH2:43][C@H:39]1[C:37]1[NH:38][C:34]2[CH:33]=[CH:32][C:31]3[C:51](=[CH:52][CH:53]=[C:54]4[C:25]5[CH:24]=[CH:23][C:22]([C:19]6[NH:18][C:17]([C@H:13]7[CH2:14][CH2:15][CH2:16][N:12]7[C:10](=[O:11])[C@@H:6]([NH:5][C:3](=[O:4])[O:2][CH3:1])[CH:7]([CH3:9])[CH3:8])=[N:21][CH:20]=6)=[CH:27][C:26]=5[CH2:28][O:29][C:30]4=3)[C:35]=2[N:36]=1)=[O:64])=[O:59]. The yield is 0.510. (4) The reactants are [CH2:1]([O:8][C:9]1[C:14]([CH2:15][N:16]2[CH2:25][CH2:24][C:23]3[C:22]([C:26]([OH:28])=O)=[CH:21][C:20]([O:29][CH:30]([CH3:32])[CH3:31])=[C:19]([Cl:33])[C:18]=3[C:17]2=[O:34])=[C:13]([CH3:35])[CH:12]=[C:11]([CH3:36])[N:10]=1)[C:2]1[CH:7]=[CH:6][CH:5]=[CH:4][CH:3]=1.[CH2:37]([N:39](CC)[CH2:40]C)C.CN(C(ON1N=NC2C=CC=NC1=2)=[N+](C)C)C.F[P-](F)(F)(F)(F)F.CNC.Cl. The catalyst is CN(C=O)C.O. The product is [CH2:1]([O:8][C:9]1[C:14]([CH2:15][N:16]2[CH2:25][CH2:24][C:23]3[C:22]([C:26]([N:39]([CH3:40])[CH3:37])=[O:28])=[CH:21][C:20]([O:29][CH:30]([CH3:32])[CH3:31])=[C:19]([Cl:33])[C:18]=3[C:17]2=[O:34])=[C:13]([CH3:35])[CH:12]=[C:11]([CH3:36])[N:10]=1)[C:2]1[CH:7]=[CH:6][CH:5]=[CH:4][CH:3]=1. The yield is 0.890. (5) The reactants are [CH3:1][O:2][C:3](=[O:8])[C:4]([OH:7])([CH3:6])[CH3:5].[H-].[Na+].[CH3:11][O:12][C:13]1[CH:20]=[CH:19][C:16]([CH2:17]Cl)=[CH:15][CH:14]=1. The catalyst is [I-].C([N+](CCCC)(CCCC)CCCC)CCC.CN(C=O)C. The product is [CH3:11][O:12][C:13]1[CH:20]=[CH:19][C:16]([CH2:17][O:7][C:4]([CH3:6])([CH3:5])[C:3]([O:2][CH3:1])=[O:8])=[CH:15][CH:14]=1. The yield is 0.350. (6) The yield is 0.140. The reactants are [CH2:1]([N:3]1[C:7]2=[N:8][C:9]([CH2:42][CH3:43])=[C:10]([CH2:19][NH:20][C:21](=[O:41])[CH2:22][C:23]([NH:25][CH2:26][C:27]3[CH:28]=[C:29]([C:33]4[CH:38]=[CH:37][CH:36]=[C:35](C=O)[CH:34]=4)[CH:30]=[CH:31][CH:32]=3)=[O:24])[C:11]([NH:12][CH:13]3[CH2:18][CH2:17][O:16][CH2:15][CH2:14]3)=[C:6]2[CH:5]=[N:4]1)[CH3:2].[N:44]1([C:51](OC(C)(C)C)=O)[CH2:50][CH2:49][CH2:48][NH:47][CH2:46][CH2:45]1.[BH-](OC(C)=O)(OC(C)=O)OC(C)=O.[Na+].CC(O)=O.C(O)(C(F)(F)F)=O. The catalyst is CS(C)=O.ClCCl. The product is [CH2:1]([N:3]1[C:7]2=[N:8][C:9]([CH2:42][CH3:43])=[C:10]([CH2:19][NH:20][C:21](=[O:41])[CH2:22][C:23]([NH:25][CH2:26][C:27]3[CH:28]=[C:29]([C:33]4[CH:34]=[CH:35][CH:36]=[C:37]([CH2:51][N:44]5[CH2:50][CH2:49][CH2:48][NH:47][CH2:46][CH2:45]5)[CH:38]=4)[CH:30]=[CH:31][CH:32]=3)=[O:24])[C:11]([NH:12][CH:13]3[CH2:18][CH2:17][O:16][CH2:15][CH2:14]3)=[C:6]2[CH:5]=[N:4]1)[CH3:2]. (7) The reactants are [O:1]=[C:2]1[CH2:6][N:5]([C:7]([O:9][CH2:10][C:11]2[CH:16]=[CH:15][CH:14]=[CH:13][CH:12]=2)=[O:8])[C@H:4]([C:17]([O:19][CH3:20])=[O:18])[CH2:3]1.[CH2:21](O)[CH2:22][CH2:23][OH:24].C[C@H]1C[C@H](C)OC2(CN(C(=O)[C@H](C(C)C)NC(OC)=O)[C@H](C(OC)=O)C2)O1. No catalyst specified. The product is [CH2:6]1[C:2]2([O:24][CH2:23][CH2:22][CH2:21][O:1]2)[CH2:3][C@@H:4]([C:17]([O:19][CH3:20])=[O:18])[N:5]1[C:7]([O:9][CH2:10][C:11]1[CH:12]=[CH:13][CH:14]=[CH:15][CH:16]=1)=[O:8]. The yield is 0.840.